From a dataset of Reaction yield outcomes from USPTO patents with 853,638 reactions. Predict the reaction yield, written as a fraction of the theoretical maximum amount of product (1.0 means a 100% yield; for example, 0.34 means a 34% yield). (1) The reactants are [Br:1][C:2]1[CH:10]=[CH:9][C:8]([F:11])=[C:7]2[C:3]=1[C:4]1[CH2:15][CH2:14][O:13][C:12]([CH2:19][CH2:20][OH:21])([CH2:16][CH2:17][CH3:18])[C:5]=1[NH:6]2.N1C=CN=C1.[Si:27](Cl)([C:30]([CH3:33])([CH3:32])[CH3:31])([CH3:29])[CH3:28]. The catalyst is CN(C=O)C.CCOC(C)=O. The product is [Br:1][C:2]1[CH:10]=[CH:9][C:8]([F:11])=[C:7]2[C:3]=1[C:4]1[CH2:15][CH2:14][O:13][C:12]([CH2:19][CH2:20][O:21][Si:27]([C:30]([CH3:33])([CH3:32])[CH3:31])([CH3:29])[CH3:28])([CH2:16][CH2:17][CH3:18])[C:5]=1[NH:6]2. The yield is 0.970. (2) The reactants are O.[NH2:2][NH2:3].[C:4]([CH:7]1[C:12](=[O:13])[CH2:11][CH2:10][CH2:9][C:8]1=O)(=O)[CH3:5]. The catalyst is CCO. The product is [CH3:5][C:4]1[C:7]2[C:12](=[O:13])[CH2:11][CH2:10][CH2:9][C:8]=2[NH:3][N:2]=1. The yield is 0.230.